This data is from Reaction yield outcomes from USPTO patents with 853,638 reactions. The task is: Predict the reaction yield, written as a fraction of the theoretical maximum amount of product (1.0 means a 100% yield; for example, 0.34 means a 34% yield). (1) The reactants are [NH2:1][C:2]1[CH:13]=[C:5]2[CH2:6][N:7]([C:10](=[O:12])[CH3:11])[CH2:8][CH2:9][N:4]2[N:3]=1.Br[C:15]1[C:16](=[O:23])[N:17]([CH3:22])[CH:18]=[C:19]([Br:21])[CH:20]=1.C(=O)([O-])[O-].[Cs+].[Cs+].CC1(C)C2C(=C(P(C3C=CC=CC=3)C3C=CC=CC=3)C=CC=2)OC2C(P(C3C=CC=CC=3)C3C=CC=CC=3)=CC=CC1=2. The catalyst is O1CCOCC1.[Pd].[Pd].C(=CC(C=CC1C=CC=CC=1)=O)C1C=CC=CC=1.C(=CC(C=CC1C=CC=CC=1)=O)C1C=CC=CC=1.C(=CC(C=CC1C=CC=CC=1)=O)C1C=CC=CC=1.CO.CCOCC.CCOC(C)=O.O. The product is [C:10]([N:7]1[CH2:8][CH2:9][N:4]2[N:3]=[C:2]([NH:1][C:15]3[C:16](=[O:23])[N:17]([CH3:22])[CH:18]=[C:19]([Br:21])[CH:20]=3)[CH:13]=[C:5]2[CH2:6]1)(=[O:12])[CH3:11]. The yield is 0.410. (2) The reactants are C[O:2][C:3]1[CH:23]=[CH:22][C:6]([CH2:7][C:8]2[N:17]3[N:18]=[C:19]([NH2:21])[N:20]=[C:16]3[C:15]3[CH:14]=[CH:13][CH:12]=[CH:11][C:10]=3[N:9]=2)=[CH:5][CH:4]=1.COC1C=C(C=C(OC)C=1)CC1N2N=C(N)N=C2C2C=CC=CC=2N=1. No catalyst specified. The product is [NH2:21][C:19]1[N:20]=[C:16]2[N:17]([C:8]([CH2:7][C:6]3[CH:5]=[CH:4][C:3]([OH:2])=[CH:23][CH:22]=3)=[N:9][C:10]3[CH:11]=[CH:12][CH:13]=[CH:14][C:15]=32)[N:18]=1. The yield is 0.710. (3) The reactants are [CH3:1][C:2]1[CH:36]=[C:35]([CH3:37])[CH:34]=[CH:33][C:3]=1[CH2:4][N:5]1[C:10]([C:11]2[CH:16]=[CH:15][CH:14]=[C:13](B3OC(C)(C)C(C)(C)O3)[CH:12]=2)=[CH:9][C:8]([C:26]([F:29])([F:28])[F:27])=[C:7]([C:30]#[N:31])[C:6]1=[O:32].Br[C:39]1[CH:40]=[CH:41][C:42]([OH:48])=[C:43]([C:45](=[O:47])[CH3:46])[CH:44]=1.C([O-])([O-])=O.[K+].[K+].N#N. The catalyst is COCCOC.O.C1C=CC([P]([Pd]([P](C2C=CC=CC=2)(C2C=CC=CC=2)C2C=CC=CC=2)([P](C2C=CC=CC=2)(C2C=CC=CC=2)C2C=CC=CC=2)[P](C2C=CC=CC=2)(C2C=CC=CC=2)C2C=CC=CC=2)(C2C=CC=CC=2)C2C=CC=CC=2)=CC=1. The product is [C:45]([C:43]1[CH:44]=[C:39]([C:13]2[CH:14]=[CH:15][CH:16]=[C:11]([C:10]3[N:5]([CH2:4][C:3]4[CH:33]=[CH:34][C:35]([CH3:37])=[CH:36][C:2]=4[CH3:1])[C:6](=[O:32])[C:7]([C:30]#[N:31])=[C:8]([C:26]([F:28])([F:27])[F:29])[CH:9]=3)[CH:12]=2)[CH:40]=[CH:41][C:42]=1[OH:48])(=[O:47])[CH3:46]. The yield is 0.103. (4) The reactants are [CH3:1][O:2][C:3]1[CH:10]=[CH:9][C:6]([CH2:7][OH:8])=[CH:5][CH:4]=1.[H-].[Na+].Cl[C:14]1[CH:22]=[CH:21][C:17]([C:18]([OH:20])=[O:19])=[CH:16][N:15]=1.Cl. The catalyst is CN(C=O)C.O. The product is [CH3:1][O:2][C:3]1[CH:10]=[CH:9][C:6]([CH2:7][O:8][C:14]2[CH:22]=[CH:21][C:17]([C:18]([OH:20])=[O:19])=[CH:16][N:15]=2)=[CH:5][CH:4]=1. The yield is 0.990. (5) The reactants are [NH2:1][C:2]1[C:11]([CH3:12])=[CH:10][CH:9]=[CH:8][C:3]=1[C:4]([NH:6][CH3:7])=[O:5].[ClH:13].OO.S([O-])([O-])=O.[Na+].[Na+].[OH-].[Na+]. The catalyst is O.CN(C)C=O. The product is [NH2:1][C:2]1[C:11]([CH3:12])=[CH:10][C:9]([Cl:13])=[CH:8][C:3]=1[C:4]([NH:6][CH3:7])=[O:5]. The yield is 0.727. (6) The reactants are [P:1]([Cl:6])([Cl:5])([O:3][CH3:4])=[O:2].[N:7]1[CH:12]=[CH:11][CH:10]=[CH:9][CH:8]=1. The product is [P:1]([Cl:6])([Cl:5])([O-:3])=[O:2].[CH3:4][N+:7]1[CH:12]=[CH:11][CH:10]=[CH:9][CH:8]=1. No catalyst specified. The yield is 0.600. (7) The reactants are [H-].[Al+3].[Li+].[H-].[H-].[H-].[Cl:7][C:8]1[CH:9]=[C:10]2[C:15](=[CH:16][CH:17]=1)[CH:14]=[C:13]([C:18](O)=[O:19])[C:12]([CH3:21])=[C:11]2[OH:22].Cl. The catalyst is O1CCCC1. The product is [Cl:7][C:8]1[CH:9]=[C:10]2[C:15]([CH:14]=[C:13]([CH2:18][OH:19])[C:12]([CH3:21])=[C:11]2[OH:22])=[CH:16][CH:17]=1. The yield is 0.710.